This data is from Forward reaction prediction with 1.9M reactions from USPTO patents (1976-2016). The task is: Predict the product of the given reaction. (1) Given the reactants C[O:2][C:3](=[O:37])[C:4]1[CH:9]=[CH:8][CH:7]=[C:6]([C:10]2[O:11][C:12]([CH3:36])=[C:13]([CH2:15][N:16]3[C:24]4[C:19](=[CH:20][C:21]([C:25]([OH:34])([C:30]([F:33])([F:32])[F:31])[C:26]([F:29])([F:28])[F:27])=[CH:22][CH:23]=4)[CH2:18][CH:17]3[CH3:35])[N:14]=2)[CH:5]=1.[Li+].[OH-].Cl, predict the reaction product. The product is: [CH3:36][C:12]1[O:11][C:10]([C:6]2[CH:5]=[C:4]([CH:9]=[CH:8][CH:7]=2)[C:3]([OH:37])=[O:2])=[N:14][C:13]=1[CH2:15][N:16]1[C:24]2[C:19](=[CH:20][C:21]([C:25]([OH:34])([C:30]([F:33])([F:32])[F:31])[C:26]([F:27])([F:28])[F:29])=[CH:22][CH:23]=2)[CH2:18][CH:17]1[CH3:35]. (2) The product is: [CH3:1][C:2]1[CH:7]=[CH:6][C:5]([S:8]([O:11][CH2:12][CH:13]2[CH2:17][C:16]3[CH:18]=[C:19]([C:23]([F:26])([F:25])[F:24])[CH:20]=[C:21]([C:29]4[CH:30]=[CH:31][CH:32]=[CH:33][C:28]=4[F:27])[C:15]=3[O:14]2)(=[O:10])=[O:9])=[CH:4][CH:3]=1. Given the reactants [CH3:1][C:2]1[CH:7]=[CH:6][C:5]([S:8]([O:11][CH2:12][CH:13]2[CH2:17][C:16]3[CH:18]=[C:19]([C:23]([F:26])([F:25])[F:24])[CH:20]=[C:21](Br)[C:15]=3[O:14]2)(=[O:10])=[O:9])=[CH:4][CH:3]=1.[F:27][C:28]1[CH:33]=[CH:32][CH:31]=[CH:30][C:29]=1B(O)O.C(C1C=CC=CC=1B1OC(C)(C)C(C)(C)O1)(C)C, predict the reaction product. (3) Given the reactants [CH2:1]([O:8][CH2:9][CH:10]([OH:20])[CH2:11][O:12][CH2:13][C:14]1[CH:19]=[CH:18][CH:17]=[CH:16][CH:15]=1)[C:2]1[CH:7]=[CH:6][CH:5]=[CH:4][CH:3]=1.[H-].[Na+].Br[CH2:24][CH2:25][CH:26]1[CH2:31][CH2:30][CH:29]([CH:32]2[CH2:37][CH2:36][CH:35]([CH2:38][CH2:39][CH3:40])[CH2:34][CH2:33]2)[CH2:28][CH2:27]1.Cl, predict the reaction product. The product is: [CH2:13]([O:12][CH2:11][CH:10]([CH2:9][O:8][CH2:1][C:2]1[CH:3]=[CH:4][CH:5]=[CH:6][CH:7]=1)[O:20][CH2:24][CH2:25][CH:26]1[CH2:31][CH2:30][CH:29]([CH:32]2[CH2:37][CH2:36][CH:35]([CH2:38][CH2:39][CH3:40])[CH2:34][CH2:33]2)[CH2:28][CH2:27]1)[C:14]1[CH:19]=[CH:18][CH:17]=[CH:16][CH:15]=1.